From a dataset of Full USPTO retrosynthesis dataset with 1.9M reactions from patents (1976-2016). Predict the reactants needed to synthesize the given product. (1) Given the product [Cl:23][C:9]1[C:10]2[C:5](=[CH:4][C:3]([O:2][CH3:1])=[CH:12][CH:11]=2)[C:6]([C:15]2[CH:20]=[CH:19][CH:18]=[CH:17][CH:16]=2)=[C:7]([CH3:14])[N:8]=1, predict the reactants needed to synthesize it. The reactants are: [CH3:1][O:2][C:3]1[CH:4]=[C:5]2[C:10](=[CH:11][CH:12]=1)[C:9](=O)[NH:8][C:7]([CH3:14])=[C:6]2[C:15]1[CH:20]=[CH:19][CH:18]=[CH:17][CH:16]=1.O=P(Cl)(Cl)[Cl:23]. (2) Given the product [C:66](=[N:79][C:48]1[CH:49]=[CH:50][C:51]2[C:57](=[O:58])[CH2:56][CH2:55][CH2:54][O:53][C:52]=2[CH:59]=1)([C:73]1[CH:74]=[CH:75][CH:76]=[CH:77][CH:78]=1)[C:67]1[CH:72]=[CH:71][CH:70]=[CH:69][CH:68]=1, predict the reactants needed to synthesize it. The reactants are: C1(P(C2C=CC=CC=2)C2C=CC3C(=CC=CC=3)C=2C2C3C(=CC=CC=3)C=CC=2P(C2C=CC=CC=2)C2C=CC=CC=2)C=CC=CC=1.Br[C:48]1[CH:49]=[CH:50][C:51]2[C:57](=[O:58])[CH2:56][CH2:55][CH2:54][O:53][C:52]=2[CH:59]=1.C([O-])([O-])=O.[Cs+].[Cs+].[C:66](=[NH:79])([C:73]1[CH:78]=[CH:77][CH:76]=[CH:75][CH:74]=1)[C:67]1[CH:72]=[CH:71][CH:70]=[CH:69][CH:68]=1. (3) Given the product [C:38]([O:37][C:35]([N:6]1[CH:5]([C:3]([OH:4])=[O:2])[CH2:18][C:17]2[CH:16]=[C:15]3[C:10]([O:11][C@@H:12]([C:19]4[CH:24]=[CH:23][C:22]([O:25][CH2:26][C:27]5[CH:32]=[CH:31][C:30]([Cl:33])=[C:29]([Cl:34])[CH:28]=5)=[CH:21][CH:20]=4)[CH2:13][NH:14]3)=[CH:9][C:8]=2[CH2:7]1)=[O:36])([CH3:41])([CH3:39])[CH3:40], predict the reactants needed to synthesize it. The reactants are: C[O:2][C:3]([CH:5]1[CH2:18][C:17]2[CH:16]=[C:15]3[C:10]([O:11][C@@H:12]([C:19]4[CH:24]=[CH:23][C:22]([O:25][CH2:26][C:27]5[CH:32]=[CH:31][C:30]([Cl:33])=[C:29]([Cl:34])[CH:28]=5)=[CH:21][CH:20]=4)[CH2:13][NH:14]3)=[CH:9][C:8]=2[CH2:7][N:6]1[C:35]([O:37][C:38]([CH3:41])([CH3:40])[CH3:39])=[O:36])=[O:4].[OH-].[Li+].Cl.